Dataset: Full USPTO retrosynthesis dataset with 1.9M reactions from patents (1976-2016). Task: Predict the reactants needed to synthesize the given product. (1) Given the product [ClH:33].[F:1][C:2]1[CH:7]=[CH:6][C:5]([CH2:8][C:9]2[C:10]([N:16]3[CH2:22][C:21]4[CH:23]=[C:24]([C:27]5[CH:35]=[CH:34][C:30]([C:31]([NH:37][CH3:36])=[O:32])=[CH:29][CH:28]=5)[CH:25]=[CH:26][C:20]=4[O:19][CH2:18][CH2:17]3)=[N:11][CH:12]=[N:13][C:14]=2[CH3:15])=[CH:4][CH:3]=1, predict the reactants needed to synthesize it. The reactants are: [F:1][C:2]1[CH:7]=[CH:6][C:5]([CH2:8][C:9]2[C:10]([N:16]3[CH2:22][C:21]4[CH:23]=[C:24]([C:27]5[CH:35]=[CH:34][C:30]([C:31]([Cl:33])=[O:32])=[CH:29][CH:28]=5)[CH:25]=[CH:26][C:20]=4[O:19][CH2:18][CH2:17]3)=[N:11][CH:12]=[N:13][C:14]=2[CH3:15])=[CH:4][CH:3]=1.[CH3:36][NH2:37]. (2) Given the product [BrH:13].[NH2:2][C:3]1[C:12]2[C:7](=[CH:8][CH:9]=[CH:10][CH:11]=2)[C:6]([Br:13])=[CH:5][C:4]=1[C:14]([O:16][CH3:17])=[O:15].[NH2:2][C:3]1[C:12]2[C:7](=[CH:8][CH:9]=[CH:10][CH:11]=2)[C:6]([CH2:14][C:4]2[CH:5]=[CH:24][C:23]([O:22][CH3:19])=[CH:12][CH:3]=2)=[CH:5][C:4]=1[C:14]([O:16][CH3:17])=[O:15], predict the reactants needed to synthesize it. The reactants are: Br.[NH2:2][C:3]1[C:12]2[C:7](=[CH:8][CH:9]=[CH:10][CH:11]=2)[C:6]([Br:13])=[CH:5][C:4]=1[C:14]([O:16][CH3:17])=[O:15].[Cl-].[C:19]([O:22][CH2:23][CH3:24])(=O)C. (3) The reactants are: [C:1]([C:4]1[CH:9]=[CH:8][C:7]([S:10]([NH2:13])(=[O:12])=[O:11])=[CH:6][CH:5]=1)(=[O:3])[CH3:2].[CH3:14][O:15][C:16]1[CH:23]=[C:22]([O:24][CH3:25])[C:21]([N:26]2[CH2:30][CH2:29][CH2:28][CH2:27]2)=[CH:20][C:17]=1[CH:18]=O.C[O-].[Li+]. Given the product [CH3:14][O:15][C:16]1[CH:23]=[C:22]([O:24][CH3:25])[C:21]([N:26]2[CH2:30][CH2:29][CH2:28][CH2:27]2)=[CH:20][C:17]=1/[CH:18]=[CH:2]/[C:1]([C:4]1[CH:5]=[CH:6][C:7]([S:10]([NH2:13])(=[O:11])=[O:12])=[CH:8][CH:9]=1)=[O:3], predict the reactants needed to synthesize it. (4) Given the product [CH2:1]([O:4][C@H:5]1[CH2:10][CH2:9][C@H:8]([N:12]2[CH2:13][CH2:14][CH:15]([NH:18][C:19](=[O:25])[O:20][C:21]([CH3:23])([CH3:22])[CH3:24])[CH2:16][CH2:17]2)[CH2:7][CH2:6]1)[CH2:2][CH3:3], predict the reactants needed to synthesize it. The reactants are: [CH2:1]([O:4][CH:5]1[CH2:10][CH2:9][C:8](=O)[CH2:7][CH2:6]1)[CH2:2][CH3:3].[NH:12]1[CH2:17][CH2:16][CH:15]([NH:18][C:19](=[O:25])[O:20][C:21]([CH3:24])([CH3:23])[CH3:22])[CH2:14][CH2:13]1.C(O[BH-](OC(=O)C)OC(=O)C)(=O)C.[Na+].O. (5) Given the product [C:8]([O:29][C:27]([NH:23][O:22][S:19]([C:12]1[C:13]([CH3:18])=[CH:14][C:15]([CH3:17])=[CH:16][C:11]=1[CH3:24])(=[O:21])=[O:20])=[O:28])([CH3:7])([CH3:3])[CH3:32], predict the reactants needed to synthesize it. The reactants are: FC(F)(F)[C:3]1[CH:8]=[CH:7]C=CN=1.[C:11]1([CH3:24])[CH:16]=[C:15]([CH3:17])[CH:14]=[C:13]([CH3:18])[C:12]=1[S:19]([O:22][NH2:23])(=[O:21])=[O:20].FC(F)(F)[C:27]([OH:29])=[O:28].[CH:32](Cl)(Cl)Cl. (6) Given the product [CH3:1][O:2][C:3]([C:5]1[CH:10]=[N:9][C:8]([O:22][CH2:21][C:20]([F:24])([F:23])[F:19])=[C:7]([C:12]2[CH:17]=[CH:16][C:15]([Cl:18])=[CH:14][CH:13]=2)[N:6]=1)=[O:4], predict the reactants needed to synthesize it. The reactants are: [CH3:1][O:2][C:3]([C:5]1[CH:10]=[N:9][C:8](Br)=[C:7]([C:12]2[CH:17]=[CH:16][C:15]([Cl:18])=[CH:14][CH:13]=2)[N:6]=1)=[O:4].[F:19][C:20]([F:24])([F:23])[CH2:21][OH:22]. (7) Given the product [O:1]1[C:5]2[CH:6]=[CH:7][C:8]([C:10]3[NH:11][C:12]4[N:13]([N:17]=[CH:18][C:19]=4[C:20]([OH:22])=[O:21])[C:14](=[O:16])[CH:15]=3)=[CH:9][C:4]=2[O:3][CH2:2]1, predict the reactants needed to synthesize it. The reactants are: [O:1]1[C:5]2[CH:6]=[CH:7][C:8]([C:10]3[NH:11][C:12]4[N:13]([N:17]=[CH:18][C:19]=4[C:20]([O:22]CC)=[O:21])[C:14](=[O:16])[CH:15]=3)=[CH:9][C:4]=2[O:3][CH2:2]1.[OH-].[Na+]. (8) Given the product [F:1][C:2]1[CH:3]=[CH:4][C:5]([C:8]2[N:9]=[C:10]([C:23]([NH:31][CH:28]([CH3:30])[CH3:29])=[O:24])[S:11][C:12]=2[C:13]2[CH:18]=[CH:17][C:16](=[O:19])[N:15]([CH:20]([CH3:21])[CH3:22])[N:14]=2)=[CH:6][CH:7]=1, predict the reactants needed to synthesize it. The reactants are: [F:1][C:2]1[CH:7]=[CH:6][C:5]([C:8]2[N:9]=[C:10]([C:23](OCC)=[O:24])[S:11][C:12]=2[C:13]2[CH:18]=[CH:17][C:16](=[O:19])[N:15]([CH:20]([CH3:22])[CH3:21])[N:14]=2)=[CH:4][CH:3]=1.[CH:28]([NH2:31])([CH3:30])[CH3:29]. (9) Given the product [Cl:1][C:2]1[CH:3]=[CH:4][C:5]([C:28]([F:29])([F:30])[F:31])=[C:6]([CH:27]=1)[CH2:7][N:8]1[CH2:13][CH2:12][NH:11][C:10]2[N:14]=[CH:15][C:16]([C:18]3[CH:19]=[CH:20][C:21]([C:22]([N:32]4[CH2:37][CH2:36][O:35][CH2:34][CH2:33]4)=[O:23])=[CH:25][CH:26]=3)=[CH:17][C:9]1=2, predict the reactants needed to synthesize it. The reactants are: [Cl:1][C:2]1[CH:3]=[CH:4][C:5]([C:28]([F:31])([F:30])[F:29])=[C:6]([CH:27]=1)[CH2:7][N:8]1[CH2:13][CH2:12][NH:11][C:10]2[N:14]=[CH:15][C:16]([C:18]3[CH:26]=[CH:25][C:21]([C:22](O)=[O:23])=[CH:20][CH:19]=3)=[CH:17][C:9]1=2.[NH:32]1[CH2:37][CH2:36][O:35][CH2:34][CH2:33]1.